Dataset: Full USPTO retrosynthesis dataset with 1.9M reactions from patents (1976-2016). Task: Predict the reactants needed to synthesize the given product. (1) Given the product [CH3:1][O:2][C:3]([C:5]1[CH:10]=[CH:9][C:8]([C:11]2[CH:16]=[C:15]([N+:17]([O-:19])=[O:18])[CH:14]=[C:13]([CH2:20][N:24]([CH3:25])[CH3:23])[CH:12]=2)=[CH:7][CH:6]=1)=[O:4], predict the reactants needed to synthesize it. The reactants are: [CH3:1][O:2][C:3]([C:5]1[CH:10]=[CH:9][C:8]([C:11]2[CH:16]=[C:15]([N+:17]([O-:19])=[O:18])[CH:14]=[C:13]([CH:20]=O)[CH:12]=2)=[CH:7][CH:6]=1)=[O:4].Cl.[CH3:23][NH:24][CH3:25].C(N(CC)CC)C.C(O[BH-](OC(=O)C)OC(=O)C)(=O)C.[Na+]. (2) The reactants are: [CH2:1]([C:8]1[CH:25]=[CH:24][C:11]2[N:12]=[C:13]([C:15]3[CH:22]=[CH:21][C:18]([CH:19]=O)=[CH:17][C:16]=3[F:23])[S:14][C:10]=2[CH:9]=1)[C:2]1[CH:7]=[CH:6][CH:5]=[CH:4][CH:3]=1.[NH:26]1[CH2:29][CH:28]([C:30]([OH:32])=[O:31])[CH2:27]1.C(O)(=O)C.[Na]. Given the product [CH2:1]([C:8]1[CH:25]=[CH:24][C:11]2[N:12]=[C:13]([C:15]3[CH:22]=[CH:21][C:18]([CH2:19][N:26]4[CH2:29][CH:28]([C:30]([OH:32])=[O:31])[CH2:27]4)=[CH:17][C:16]=3[F:23])[S:14][C:10]=2[CH:9]=1)[C:2]1[CH:3]=[CH:4][CH:5]=[CH:6][CH:7]=1, predict the reactants needed to synthesize it. (3) Given the product [O:23]=[C:20]1[CH:19]=[CH:18][C:17]([C:15]2[O:14][N:13]=[C:12]([C:9]3[CH:10]=[CH:11][C:6]([O:5][C:4]([F:3])([F:24])[F:25])=[CH:7][CH:8]=3)[N:16]=2)=[CH:22][N:21]1[CH2:27][C:28]1[CH:29]=[C:30]([CH:35]=[CH:36][CH:37]=1)[C:31]([O:33][CH3:34])=[O:32], predict the reactants needed to synthesize it. The reactants are: [H-].[Na+].[F:3][C:4]([F:25])([F:24])[O:5][C:6]1[CH:11]=[CH:10][C:9]([C:12]2[N:16]=[C:15]([C:17]3[CH:18]=[CH:19][C:20](=[O:23])[NH:21][CH:22]=3)[O:14][N:13]=2)=[CH:8][CH:7]=1.Br[CH2:27][C:28]1[CH:29]=[C:30]([CH:35]=[CH:36][CH:37]=1)[C:31]([O:33][CH3:34])=[O:32].O. (4) Given the product [CH2:17]([NH:24][C:13]1[CH:12]=[C:11]([CH3:16])[N:10]=[C:9]([NH2:8])[N:14]=1)[C:18]1[CH:23]=[CH:22][CH:21]=[CH:20][CH:19]=1, predict the reactants needed to synthesize it. The reactants are: C(N(CC)CC)C.[NH2:8][C:9]1[N:14]=[C:13](Cl)[CH:12]=[C:11]([CH3:16])[N:10]=1.[CH2:17]([NH2:24])[C:18]1[CH:23]=[CH:22][CH:21]=[CH:20][CH:19]=1. (5) Given the product [Si:14]([O:21][CH2:22][C:23]1[CH:29]=[CH:28][C:26]([NH2:27])=[C:25]([Cl:32])[CH:24]=1)([C:17]([CH3:20])([CH3:19])[CH3:18])([CH3:16])[CH3:15], predict the reactants needed to synthesize it. The reactants are: Cl[Si](C(C)(C)C)(C)C.N1C=CN=C1.[Si:14]([O:21][CH2:22][C:23]1[C:29](OC)=[CH:28][C:26]([NH2:27])=[C:25]([Cl:32])[CH:24]=1)([C:17]([CH3:20])([CH3:19])[CH3:18])([CH3:16])[CH3:15]. (6) Given the product [C:12]([OH:10])(=[O:13])[CH2:14][CH2:6][CH3:1].[CH2:1]([NH2:7])[CH2:6][CH2:5][CH2:4][CH2:3][CH2:2][CH2:11][CH2:12][CH2:14][CH2:21][CH2:15][CH2:16][CH2:17][CH2:18][CH2:19][CH3:20], predict the reactants needed to synthesize it. The reactants are: [C:1]1([NH:7]N)[CH:6]=[CH:5][CH:4]=[CH:3][CH:2]=1.C[OH:10].[CH3:11][C:12]([CH3:14])=[O:13].[C:15]1([CH3:21])[CH:20]=[CH:19][CH:18]=[CH:17][CH:16]=1.